From a dataset of Retrosynthesis with 50K atom-mapped reactions and 10 reaction types from USPTO. Predict the reactants needed to synthesize the given product. (1) Given the product CC(C)OCCOc1ccc(B2OC(C)(C)C(C)(C)O2)cc1, predict the reactants needed to synthesize it. The reactants are: CC(C)OCCO.CC1(C)OB(c2ccc(O)cc2)OC1(C)C. (2) Given the product CC(C)Cc1cc(-c2cccc(Cn3ccnc3)c2)c(S(=O)(=O)NC(C)(C)C)s1, predict the reactants needed to synthesize it. The reactants are: CC(C)Cc1cc(-c2cccc(CBr)c2)c(S(=O)(=O)NC(C)(C)C)s1.c1c[nH]cn1. (3) Given the product Cc1cc(N2CCN(c3c(C)c(C)c4c(c3C)CC(C)(C)O4)CC2)ccc1Cl, predict the reactants needed to synthesize it. The reactants are: Cc1c(C)c(N2CCNCC2)c(C)c2c1OC(C)(C)C2.Cc1cc(Br)ccc1Cl. (4) Given the product Brc1cncc(Oc2cccnc2)c1, predict the reactants needed to synthesize it. The reactants are: Fc1cncc(Br)c1.Oc1cccnc1. (5) Given the product CCCCCOc1ccc(C=O)cc1C, predict the reactants needed to synthesize it. The reactants are: CCCCCBr.Cc1cc(C=O)ccc1O. (6) Given the product COc1ccc(-c2ccccn2)c(N)c1, predict the reactants needed to synthesize it. The reactants are: COc1ccc(-c2ccccn2)c([N+](=O)[O-])c1. (7) Given the product C=C(C)c1snc(-c2ccc(CC)cc2)c1CO, predict the reactants needed to synthesize it. The reactants are: C=C(C)c1snc(-c2ccc(CC)cc2)c1C(=O)OCC.